Dataset: Forward reaction prediction with 1.9M reactions from USPTO patents (1976-2016). Task: Predict the product of the given reaction. (1) Given the reactants [NH2:1][C:2]1[CH:7]=[CH:6][C:5]([CH2:8][CH:9]([P:16](=[O:21])([O:19][CH3:20])[O:17][CH3:18])[P:10]([O:14][CH3:15])([O:12][CH3:13])=[O:11])=[CH:4][CH:3]=1.N1C=CC=CC=1.[Br:28][CH2:29][C:30](Br)=[O:31], predict the reaction product. The product is: [Br:28][CH2:29][C:30]([NH:1][C:2]1[CH:3]=[CH:4][C:5]([CH2:8][CH:9]([P:16](=[O:21])([O:19][CH3:20])[O:17][CH3:18])[P:10]([O:12][CH3:13])([O:14][CH3:15])=[O:11])=[CH:6][CH:7]=1)=[O:31]. (2) Given the reactants [Br:1][C:2]1[S:3][C:4]([C:7]([OH:9])=O)=[CH:5][N:6]=1.S(Cl)(Cl)=O.[CH3:14][O:15][C:16]1[CH:17]=[C:18]([CH:21]=[CH:22][CH:23]=1)[NH:19][CH3:20].C(N(CC)CC)C, predict the reaction product. The product is: [Br:1][C:2]1[S:3][C:4]([C:7]([N:19]([C:18]2[CH:21]=[CH:22][CH:23]=[C:16]([O:15][CH3:14])[CH:17]=2)[CH3:20])=[O:9])=[CH:5][N:6]=1. (3) Given the reactants [N:1]1([C:6](=[O:8])[CH3:7])[CH2:5][CH:4]=[CH:3][CH2:2]1.[Br:9][C:10]1[CH:11]=[N:12][CH:13]=[C:14](I)[CH:15]=1.C(N(CC)CC)C.C(O)=O, predict the reaction product. The product is: [Br:9][C:10]1[CH:15]=[C:14]([CH:3]2[CH2:4][CH2:5][N:1]([C:6](=[O:8])[CH3:7])[CH2:2]2)[CH:13]=[N:12][CH:11]=1. (4) Given the reactants [Na].[C:2]([NH:5][C:6]1[CH:11]=[CH:10][C:9]([SH:12])=[CH:8][CH:7]=1)(=[O:4])[CH3:3].Cl[C:14]1[CH:15]=[CH:16][C:17]([N+:21]([O-:23])=[O:22])=[C:18]([CH:20]=1)[NH2:19], predict the reaction product. The product is: [NH2:19][C:18]1[CH:20]=[C:14]([S:12][C:9]2[CH:10]=[CH:11][C:6]([NH:5][C:2](=[O:4])[CH3:3])=[CH:7][CH:8]=2)[CH:15]=[CH:16][C:17]=1[N+:21]([O-:23])=[O:22].